This data is from Full USPTO retrosynthesis dataset with 1.9M reactions from patents (1976-2016). The task is: Predict the reactants needed to synthesize the given product. (1) Given the product [F:28][C:2]([F:1])([C:21]1[CH:26]=[CH:25][C:24]([F:27])=[CH:23][CH:22]=1)[C:3]1[N:4]=[C:5]([NH:14][C:15]2[CH:19]=[C:18]([CH3:20])[NH:17][N:16]=2)[C:6]2[S:11][C:10]([S:12]([CH3:13])=[O:37])=[N:9][C:7]=2[N:8]=1, predict the reactants needed to synthesize it. The reactants are: [F:1][C:2]([F:28])([C:21]1[CH:26]=[CH:25][C:24]([F:27])=[CH:23][CH:22]=1)[C:3]1[N:4]=[C:5]([NH:14][C:15]2[CH:19]=[C:18]([CH3:20])[NH:17][N:16]=2)[C:6]2[S:11][C:10]([S:12][CH3:13])=[N:9][C:7]=2[N:8]=1.C1C=C(Cl)C=C(C(OO)=[O:37])C=1.O.C(=O)([O-])O.[Na+]. (2) Given the product [Cl:69][C:66]1[CH:65]=[CH:64][C:63]([CH2:62][C@@H:58]([NH:57][C:55](=[O:56])[O:54][C:50]([CH3:52])([CH3:51])[CH3:53])[C:20]([N:22]2[CH2:27][CH2:26][N:25]([C:28]3[C:33]([C:34]4[CH:39]=[CH:38][CH:37]=[CH:36][CH:35]=4)=[CH:32][N:31]=[C:30]4[NH:40][N:41]=[C:42]([O:43][CH3:44])[C:29]=34)[CH2:24][CH2:23]2)=[O:21])=[CH:68][CH:67]=1, predict the reactants needed to synthesize it. The reactants are: CCN(C(C)C)C(C)C.Cl.Cl.ClC1C=CC([C@@H](CNC(C)C)[C:20]([N:22]2[CH2:27][CH2:26][N:25]([C:28]3[C:33]([C:34]4[CH:39]=[CH:38][CH:37]=[CH:36][CH:35]=4)=[CH:32][N:31]=[C:30]4[NH:40][N:41]=[C:42]([O:43][CH3:44])[C:29]=34)[CH2:24][CH2:23]2)=[O:21])=CC=1.[C:50]([O:54][C:55]([NH:57][C@H:58]([CH2:62][C:63]1[CH:68]=[CH:67][C:66]([Cl:69])=[CH:65][CH:64]=1)C(O)=O)=[O:56])([CH3:53])([CH3:52])[CH3:51].CN(C(ON1N=NC2C=CC=CC1=2)=[N+](C)C)C.[B-](F)(F)(F)F. (3) Given the product [F:35][C:2]([F:1])([F:34])[C:3]1[CH:4]=[C:5]([CH:27]=[C:28]([C:30]([F:33])([F:32])[F:31])[CH:29]=1)[C:6]([N:8]1[CH2:9][CH2:10][C:11]2([N:15]([C:16]3[CH:21]=[CH:20][CH:19]=[CH:18][C:17]=3[CH3:22])[CH:14]([CH3:23])[N:13]([CH3:36])[C:12]2=[O:24])[CH2:25][CH2:26]1)=[O:7], predict the reactants needed to synthesize it. The reactants are: [F:1][C:2]([F:35])([F:34])[C:3]1[CH:4]=[C:5]([CH:27]=[C:28]([C:30]([F:33])([F:32])[F:31])[CH:29]=1)[C:6]([N:8]1[CH2:26][CH2:25][C:11]2([N:15]([C:16]3[CH:21]=[CH:20][CH:19]=[CH:18][C:17]=3[CH3:22])[CH:14]([CH3:23])[NH:13][C:12]2=[O:24])[CH2:10][CH2:9]1)=[O:7].[CH3:36]I.